This data is from Forward reaction prediction with 1.9M reactions from USPTO patents (1976-2016). The task is: Predict the product of the given reaction. (1) Given the reactants [N+:1]([C:4]1[CH:5]=[C:6](/[CH:10]=[CH:11]/[CH2:12][CH2:13][NH:14][C:15](=[O:21])[O:16][C:17]([CH3:20])([CH3:19])[CH3:18])[CH:7]=[CH:8][CH:9]=1)([O-])=O, predict the reaction product. The product is: [NH2:1][C:4]1[CH:5]=[C:6]([CH2:10][CH2:11][CH2:12][CH2:13][NH:14][C:15](=[O:21])[O:16][C:17]([CH3:19])([CH3:18])[CH3:20])[CH:7]=[CH:8][CH:9]=1. (2) Given the reactants C(=O)CC.[CH2:5]([NH:10][C:11]1[CH:12]=[C:13]([C:17]2[CH:22]=[CH:21][C:20]([C:23]([F:26])([F:25])[F:24])=[CH:19][CH:18]=2)[CH:14]=[CH:15][CH:16]=1)[CH2:6][CH2:7]CC, predict the reaction product. The product is: [CH2:5]([NH:10][C:11]1[CH:12]=[C:13]([C:17]2[CH:22]=[CH:21][C:20]([C:23]([F:24])([F:25])[F:26])=[CH:19][CH:18]=2)[CH:14]=[CH:15][CH:16]=1)[CH2:6][CH3:7]. (3) Given the reactants C(OC(C1C(O)=C2C=C(C3C=CC(OC)=CC=3)SC2=C(Cl)N=1)=O)CCC.[CH2:27]([O:31][C:32]([C:34]1[N:39]=[C:38](Cl)[C:37]2[CH:41]=[C:42]([C:44]3[CH:49]=[CH:48][C:47]([O:50][CH3:51])=[CH:46][CH:45]=3)[S:43][C:36]=2[C:35]=1[OH:52])=[O:33])[CH2:28][CH2:29][CH3:30], predict the reaction product. The product is: [CH2:27]([O:31][C:32]([C:34]1[N:39]=[CH:38][C:37]2[CH:41]=[C:42]([C:44]3[CH:45]=[CH:46][C:47]([O:50][CH3:51])=[CH:48][CH:49]=3)[S:43][C:36]=2[C:35]=1[OH:52])=[O:33])[CH2:28][CH2:29][CH3:30]. (4) Given the reactants [O:1]1[CH:5]=[CH:4][CH:3]=[C:2]1[CH:6]=[C:7]1[CH2:12][CH2:11][CH2:10][NH:9][C:8]1=[O:13].CO, predict the reaction product. The product is: [O:1]1[CH:5]=[CH:4][CH:3]=[C:2]1[CH2:6][CH:7]1[CH2:12][CH2:11][CH2:10][NH:9][C:8]1=[O:13]. (5) Given the reactants [CH3:1][C:2]1[N:7]=[C:6]2[S:8][C:9]3[CH:15]=[CH:14]C=[CH:12][CH2:11][C:10]=3[C:5]2=[C:4]([C:16]2[CH:21]=[CH:20][CH:19]=[C:18]([Cl:22])[CH:17]=2)[C:3]=1[CH:23]([CH2:28][CH2:29][CH3:30])[C:24]([O:26]C)=[O:25].[OH-].[Na+], predict the reaction product. The product is: [CH3:1][C:2]1[N:7]=[C:6]2[S:8][C:9]3[CH2:15][CH2:14][CH2:12][CH2:11][C:10]=3[C:5]2=[C:4]([C:16]2[CH:21]=[CH:20][CH:19]=[C:18]([Cl:22])[CH:17]=2)[C:3]=1[CH:23]([CH2:28][CH2:29][CH3:30])[C:24]([OH:26])=[O:25]. (6) Given the reactants [N:1]1[CH:6]=[CH:5][CH:4]=[C:3]([CH2:7][OH:8])[CH:2]=1.[H-].[Na+].Cl[C:12]1[C:17]([S:18][C:19]2[CH:20]=[C:21]([NH:25][C:26](=[O:28])[CH3:27])[CH:22]=[CH:23][CH:24]=2)=[CH:16][N:15]=[C:14]([N:29]2[CH2:34][CH2:33][N:32]([CH3:35])[CH2:31][CH2:30]2)[N:13]=1.CO, predict the reaction product. The product is: [CH3:35][N:32]1[CH2:33][CH2:34][N:29]([C:14]2[N:15]=[C:16]([O:8][CH2:7][C:3]3[CH:2]=[N:1][CH:6]=[CH:5][CH:4]=3)[C:17]([S:18][C:19]3[CH:20]=[C:21]([NH:25][C:26](=[O:28])[CH3:27])[CH:22]=[CH:23][CH:24]=3)=[CH:12][N:13]=2)[CH2:30][CH2:31]1. (7) Given the reactants Br[C:2]1[C:10]2[N:9]3[CH2:11][CH2:12][NH:13][C:14](=[O:15])[C:8]3=[CH:7][C:6]=2[CH:5]=[C:4]([C:16]#[N:17])[CH:3]=1.[F:18][C:19]1[CH:24]=[CH:23][C:22](B(O)O)=[CH:21][CH:20]=1, predict the reaction product. The product is: [F:18][C:19]1[CH:24]=[CH:23][C:22]([C:2]2[C:10]3[N:9]4[CH2:11][CH2:12][NH:13][C:14](=[O:15])[C:8]4=[CH:7][C:6]=3[CH:5]=[C:4]([C:16]#[N:17])[CH:3]=2)=[CH:21][CH:20]=1.